Dataset: Full USPTO retrosynthesis dataset with 1.9M reactions from patents (1976-2016). Task: Predict the reactants needed to synthesize the given product. (1) Given the product [NH2:1][C@@H:2]([CH2:6][C:7]1[CH:8]=[CH:9][CH:10]=[CH:11][CH:12]=1)[C:3]([NH:5][C:8]1[CH:7]=[CH:6][C:2]([C:26]#[C:25][Si:22]([CH3:24])([CH3:23])[CH3:21])=[CH:3][C:28]=1[Cl:29])=[O:4], predict the reactants needed to synthesize it. The reactants are: [NH2:1][C@:2](C1C=CC(I)=CC=1Cl)([CH2:6][C:7]1[CH:12]=[CH:11][CH:10]=[CH:9][CH:8]=1)[C:3]([NH2:5])=[O:4].[CH3:21][Si:22]([C:25]#[CH:26])([CH3:24])[CH3:23].Cl[CH2:28][Cl:29]. (2) Given the product [C:1]([N:3]=[C:4]1[N:19]([CH3:20])[C:7]2[CH:8]=[N:9][C:10]3[CH:11]=[CH:12][C:13]([C:33]4[CH:34]=[C:35]([NH:41][S:42]([C:45]5[CH:50]=[CH:49][CH:48]=[CH:47][CH:46]=5)(=[O:44])=[O:43])[C:36]([O:39][CH3:40])=[N:37][CH:38]=4)=[CH:14][C:15]=3[C:6]=2[N:5]1[C:21]1[CH:26]=[CH:25][C:24]([C:27]([C:30]#[N:31])([CH3:29])[CH3:28])=[CH:23][CH:22]=1)#[N:2], predict the reactants needed to synthesize it. The reactants are: [C:1]([N:3]=[C:4]1[N:19]([CH3:20])[C:7]2[CH:8]=[N:9][C:10]3[CH:11]=[CH:12][C:13](B(O)O)=[CH:14][C:15]=3[C:6]=2[N:5]1[C:21]1[CH:26]=[CH:25][C:24]([C:27]([C:30]#[N:31])([CH3:29])[CH3:28])=[CH:23][CH:22]=1)#[N:2].Br[C:33]1[CH:34]=[C:35]([NH:41][S:42]([C:45]2[CH:50]=[CH:49][CH:48]=[CH:47][CH:46]=2)(=[O:44])=[O:43])[C:36]([O:39][CH3:40])=[N:37][CH:38]=1.C(=O)([O-])[O-].[Na+].[Na+]. (3) Given the product [Cl:23][C:5]1[N:10]=[C:9]([C:11]2[N:12]([CH:17]([CH3:19])[CH3:18])[C:13]([CH3:16])=[N:14][CH:15]=2)[C:8]([F:20])=[CH:7][N:6]=1, predict the reactants needed to synthesize it. The reactants are: C(O[C:5]1[N:10]=[C:9]([C:11]2[N:12]([CH:17]([CH3:19])[CH3:18])[C:13]([CH3:16])=[N:14][CH:15]=2)[C:8]([F:20])=[CH:7][N:6]=1)(=O)C.P(Cl)(Cl)([Cl:23])=O. (4) Given the product [CH3:28][S:25]([N:22]1[CH2:21][CH:20]=[C:19]([C:17]2[CH:18]=[C:13]3[CH2:12][C@@H:11]([CH:8]4[CH2:9][CH2:10][N:5]([C:3]5[N:4]=[C:30]([CH2:31][CH2:32][CH3:33])[O:1][N:2]=5)[CH2:6][CH2:7]4)[O:29][C:14]3=[CH:15][N:16]=2)[CH2:24][CH2:23]1)(=[O:27])=[O:26], predict the reactants needed to synthesize it. The reactants are: [OH:1][NH:2][C:3]([N:5]1[CH2:10][CH2:9][CH:8]([C@H:11]2[O:29][C:14]3=[CH:15][N:16]=[C:17]([C:19]4[CH2:20][CH2:21][N:22]([S:25]([CH3:28])(=[O:27])=[O:26])[CH2:23][CH:24]=4)[CH:18]=[C:13]3[CH2:12]2)[CH2:7][CH2:6]1)=[NH:4].[C:30](O[C:30](=O)[CH2:31][CH2:32][CH3:33])(=O)[CH2:31][CH2:32][CH3:33].